This data is from Full USPTO retrosynthesis dataset with 1.9M reactions from patents (1976-2016). The task is: Predict the reactants needed to synthesize the given product. (1) Given the product [Cl:16][C:17]1[CH:22]=[CH:21][C:20]([C@@H:23]([NH:25][C:9](=[O:11])[CH2:8][N:7]2[C:2](=[O:1])[C:3]3[CH:15]=[CH:14][CH:13]=[CH:12][C:4]=3[N:5]=[N:6]2)[CH3:24])=[CH:19][CH:18]=1, predict the reactants needed to synthesize it. The reactants are: [O:1]=[C:2]1[N:7]([CH2:8][C:9]([OH:11])=O)[N:6]=[N:5][C:4]2[CH:12]=[CH:13][CH:14]=[CH:15][C:3]1=2.[Cl:16][C:17]1[CH:22]=[CH:21][C:20]([C@@H:23]([NH2:25])[CH3:24])=[CH:19][CH:18]=1. (2) Given the product [Br:1][C:2]1[C:3]([CH2:4][OH:5])=[C:6]([OH:10])[CH:7]=[CH:8][CH:9]=1, predict the reactants needed to synthesize it. The reactants are: [Br:1][C:2]1[CH:9]=[CH:8][CH:7]=[C:6]([OH:10])[C:3]=1[CH:4]=[O:5].[BH4-].[Na+].